Dataset: Catalyst prediction with 721,799 reactions and 888 catalyst types from USPTO. Task: Predict which catalyst facilitates the given reaction. (1) Reactant: [NH:1]1[CH:5]=[CH:4][N:3]=[N:2]1.[C:6]([O:10][CH2:11][CH3:12])(=[O:9])[CH:7]=[CH2:8]. Product: [N:1]1([CH:7]([CH3:8])[C:6]([O:10][CH2:11][CH3:12])=[O:9])[CH:5]=[CH:4][N:3]=[N:2]1. The catalyst class is: 17. (2) Reactant: [NH2:1][C:2]1[CH:3]=[N:4][N:5]([CH:25]([F:27])[F:26])[C:6]=1[C:7]1[CH:12]=[CH:11][N:10]=[C:9]([C@@H:13]([NH:17][C:18](=[O:24])[O:19][C:20]([CH3:23])([CH3:22])[CH3:21])[CH2:14][CH:15]=[CH2:16])[CH:8]=1.[C:28](O)(=[O:32])[CH2:29][CH:30]=[CH2:31].N1C=CC=CC=1.C(P1(=O)OP(CCC)(=O)OP(CCC)(=O)O1)CC. Product: [C:28]([NH:1][C:2]1[CH:3]=[N:4][N:5]([CH:25]([F:26])[F:27])[C:6]=1[C:7]1[CH:12]=[CH:11][N:10]=[C:9]([C@@H:13]([NH:17][C:18](=[O:24])[O:19][C:20]([CH3:21])([CH3:22])[CH3:23])[CH2:14][CH:15]=[CH2:16])[CH:8]=1)(=[O:32])[CH2:29][CH:30]=[CH2:31]. The catalyst class is: 25. (3) The catalyst class is: 202. Reactant: Cl[C:2]1[N:3]=[N+:4]([O-:12])[C:5]2[CH:11]=[CH:10][CH:9]=[CH:8][C:6]=2[N:7]=1.[NH2:13][CH2:14][CH2:15][CH2:16][N:17]([CH2:25][CH2:26][CH2:27][NH2:28])[C:18](=[O:24])[O:19][C:20]([CH3:23])([CH3:22])[CH3:21].CCN(CC)CC.[F:36][C:37]([F:48])([F:47])[C:38](O[C:38](=[O:39])[C:37]([F:48])([F:47])[F:36])=[O:39]. Product: [O-:12][N+:4]1[C:5]2[CH:11]=[CH:10][CH:9]=[CH:8][C:6]=2[N:7]=[C:2]([NH:13][CH2:14][CH2:15][CH2:16][N:17]([CH2:25][CH2:26][CH2:27][NH:28][C:38](=[O:39])[C:37]([F:48])([F:47])[F:36])[C:18](=[O:24])[O:19][C:20]([CH3:22])([CH3:23])[CH3:21])[N:3]=1. (4) Reactant: [CH:1]1([CH2:5][N:6]2[CH2:19][CH2:18][C@@:17]34[C:20]5[C:26]6[CH2:27][C@@H:7]2[C@@H:8]3[CH2:9][CH2:10][C:11]2([C@@H:16]4[O:22][C:21]=5[C:23]([C:28]#[N:29])=[CH:24][CH:25]=6)OCC[O:12]2)[CH2:4][CH2:3][CH2:2]1. Product: [CH:1]1([CH2:5][N:6]2[CH2:19][CH2:18][C@@:17]34[C:20]5[C:26]6[CH2:27][C@@H:7]2[C@@H:8]3[CH2:9][CH2:10][C:11](=[O:12])[C@@H:16]4[O:22][C:21]=5[C:23]([C:28]#[N:29])=[CH:24][CH:25]=6)[CH2:2][CH2:3][CH2:4]1. The catalyst class is: 33. (5) Reactant: [CH3:1][S:2]([CH2:5][C:6]([N:8]1[CH2:14][C@H:13]([NH:15]C(=O)OC(C)(C)C)[C:12](=[O:23])[NH:11][C:10]2[CH:24]=[CH:25][CH:26]=[CH:27][C:9]1=2)=[O:7])(=[O:4])=[O:3].[ClH:28]. Product: [ClH:28].[NH2:15][C@@H:13]1[C:12](=[O:23])[NH:11][C:10]2[CH:24]=[CH:25][CH:26]=[CH:27][C:9]=2[N:8]([C:6](=[O:7])[CH2:5][S:2]([CH3:1])(=[O:4])=[O:3])[CH2:14]1. The catalyst class is: 12. (6) Reactant: CC[O-].[Na+].Cl[CH2:6][CH2:7][CH2:8][C:9]([NH:11][C:12]1[CH:17]=[CH:16][CH:15]=[C:14]([C:18]2[CH:19]=[CH:20][C:21]3[O:25][C:24]([C:30]4[CH:35]=[C:34]([Cl:36])[CH:33]=[C:32]([Cl:37])[CH:31]=4)([C:26]([F:29])([F:28])[F:27])[CH2:23][C:22]=3[CH:38]=2)[CH:13]=1)=[O:10].O. Product: [Cl:36][C:34]1[CH:35]=[C:30]([C:24]2([C:26]([F:28])([F:27])[F:29])[CH2:23][C:22]3[CH:38]=[C:18]([C:14]4[CH:13]=[C:12]([N:11]5[CH2:6][CH2:7][CH2:8][C:9]5=[O:10])[CH:17]=[CH:16][CH:15]=4)[CH:19]=[CH:20][C:21]=3[O:25]2)[CH:31]=[C:32]([Cl:37])[CH:33]=1. The catalyst class is: 14. (7) Reactant: Br[C:2]1[CH:7]=[CH:6][CH:5]=[CH:4][C:3]=1[N:8]1[C:16]2[CH:15]=[CH:14][C:13]([CH3:17])=[CH:12][C:11]=2[C:10]2[CH2:18][N:19]([CH3:22])[CH2:20][CH2:21][C:9]1=2.[CH3:23][NH:24][C:25](=[O:41])[C:26]1[CH:31]=[CH:30][C:29](B2OC(C)(C)C(C)(C)O2)=[CH:28][N:27]=1.C([O-])([O-])=O.[K+].[K+]. Product: [CH3:22][N:19]1[CH2:20][CH2:21][C:9]2[N:8]([C:3]3[CH:4]=[CH:5][CH:6]=[CH:7][C:2]=3[C:29]3[CH:30]=[CH:31][C:26]([C:25]([NH:24][CH3:23])=[O:41])=[N:27][CH:28]=3)[C:16]3[CH:15]=[CH:14][C:13]([CH3:17])=[CH:12][C:11]=3[C:10]=2[CH2:18]1. The catalyst class is: 108. (8) Reactant: [Cl:1][C:2]1[C:3]([F:34])=[C:4]([NH:8][C:9]2[C:18]3[C:13](=[CH:14][C:15]([O:32][CH3:33])=[C:16]([CH2:19][N:20]([CH3:31])[C:21]4([C:28](O)=[O:29])[CH2:26][CH2:25][N:24]([CH3:27])[CH2:23][CH2:22]4)[CH:17]=3)[N:12]=[CH:11][N:10]=2)[CH:5]=[CH:6][CH:7]=1.F[P-](F)(F)(F)(F)F.[N:42]1(OC(N(C)C)=[N+](C)C)[C:46]2N=CC=CC=2N=N1.C(N(CC)C(C)C)(C)C.Cl.CN. Product: [Cl:1][C:2]1[C:3]([F:34])=[C:4]([NH:8][C:9]2[C:18]3[C:13](=[CH:14][C:15]([O:32][CH3:33])=[C:16]([CH2:19][N:20]([CH3:31])[C:21]4([C:28]([NH:42][CH3:46])=[O:29])[CH2:22][CH2:23][N:24]([CH3:27])[CH2:25][CH2:26]4)[CH:17]=3)[N:12]=[CH:11][N:10]=2)[CH:5]=[CH:6][CH:7]=1. The catalyst class is: 9. (9) Reactant: [N+:1]([C:4]1[CH:5]=[C:6]2[C:10](=[CH:11][CH:12]=1)[NH:9][CH2:8][CH2:7]2)([O-:3])=[O:2].[Cl:13][C:14]1[S:18][C:17]([CH:19]=O)=[CH:16][CH:15]=1.[BH3-]C#N.[Na+]. Product: [Cl:13][C:14]1[S:18][C:17]([CH2:19][N:9]2[C:10]3[C:6](=[CH:5][C:4]([N+:1]([O-:3])=[O:2])=[CH:12][CH:11]=3)[CH2:7][CH2:8]2)=[CH:16][CH:15]=1. The catalyst class is: 130.